Dataset: Reaction yield outcomes from USPTO patents with 853,638 reactions. Task: Predict the reaction yield, written as a fraction of the theoretical maximum amount of product (1.0 means a 100% yield; for example, 0.34 means a 34% yield). (1) The reactants are Cl.Cl[CH2:3][C:4]1[CH:9]=[CH:8][CH:7]=[CH:6][N:5]=1.[CH3:10][O:11][C:12]1[CH:17]=[CH:16][C:15]([N:18]2[CH2:23][CH2:22][N:21]([C:24]3[C:25]([CH3:38])=[C:26]([CH3:37])[C:27]4[O:31][C:30]([CH3:33])([CH3:32])[CH:29]([OH:34])[C:28]=4[C:35]=3[CH3:36])[CH2:20][CH2:19]2)=[CH:14][CH:13]=1. The catalyst is CCCCCC.C(OCC)(=O)C. The product is [CH3:10][O:11][C:12]1[CH:13]=[CH:14][C:15]([N:18]2[CH2:19][CH2:20][N:21]([C:24]3[C:25]([CH3:38])=[C:26]([CH3:37])[C:27]4[O:31][C:30]([CH3:33])([CH3:32])[CH:29]([O:34][CH2:3][C:4]5[CH:9]=[CH:8][CH:7]=[CH:6][N:5]=5)[C:28]=4[C:35]=3[CH3:36])[CH2:22][CH2:23]2)=[CH:16][CH:17]=1. The yield is 0.860. (2) The reactants are [Cl:1][C:2]1[CH:10]=[C:9]([F:11])[CH:8]=[CH:7][C:3]=1[C:4](Cl)=[O:5].[CH3:12][N:13]([CH3:27])[CH:14]1[CH2:19][CH2:18][C:17]([C:20]2[N:25]=[C:24]([NH2:26])[CH:23]=[CH:22][CH:21]=2)=[CH:16][CH2:15]1. No catalyst specified. The product is [ClH:1].[ClH:1].[Cl:1][C:2]1[CH:10]=[C:9]([F:11])[CH:8]=[CH:7][C:3]=1[C:4]([NH:26][C:24]1[CH:23]=[CH:22][CH:21]=[C:20]([C:17]2[CH2:18][CH2:19][CH:14]([N:13]([CH3:27])[CH3:12])[CH2:15][CH:16]=2)[N:25]=1)=[O:5]. The yield is 0.780. (3) The reactants are [C:1]([C:4]1[CH:5]=[C:6]([NH:11][C:12](=[O:16])[CH2:13][CH2:14][CH3:15])[CH:7]=[CH:8][C:9]=1[OH:10])(=[O:3])[CH3:2].[C:17](=O)([O-])[O-].[K+].[K+]. The catalyst is CN(C=O)C. The product is [C:1]([C:4]1[CH:5]=[C:6]([NH:11][C:12](=[O:16])[CH2:13][CH2:14][CH3:15])[CH:7]=[CH:8][C:9]=1[O:10][CH3:17])(=[O:3])[CH3:2]. The yield is 0.760.